From a dataset of Reaction yield outcomes from USPTO patents with 853,638 reactions. Predict the reaction yield, written as a fraction of the theoretical maximum amount of product (1.0 means a 100% yield; for example, 0.34 means a 34% yield). (1) The reactants are N1C=CC=CC=1.[OH-].[K+].[CH3:9][S:10]([C:13]1[CH:18]=[CH:17][C:16]([S:19](Cl)(=[O:21])=[O:20])=[CH:15][CH:14]=1)(=[O:12])=[O:11].[CH3:23][C:24]1[CH:25]=[C:26]([CH:28]=[C:29]([CH3:38])[C:30]=1[S:31]([CH2:34][N+:35]([O-:37])=[O:36])(=[O:33])=[O:32])[NH2:27].Cl. The catalyst is O1CCCC1.O. The product is [CH3:38][C:29]1[CH:28]=[C:26]([NH:27][S:19]([C:16]2[CH:17]=[CH:18][C:13]([S:10]([CH3:9])(=[O:12])=[O:11])=[CH:14][CH:15]=2)(=[O:21])=[O:20])[CH:25]=[C:24]([CH3:23])[C:30]=1[S:31]([CH2:34][N+:35]([O-:37])=[O:36])(=[O:33])=[O:32]. The yield is 0.260. (2) The reactants are C(C([NH:7][C@H:8]([C:10](O)=[O:11])[CH3:9])=O)(C)(C)C.C1(P(C2C=CC=CC=2)C2C=CC=CC=2)C=CC=CC=1.ClC(Cl)(Cl)C(Cl)(Cl)Cl.[NH2:40][C@H:41]([C:47]([OH:49])=[O:48])[CH2:42][CH2:43][C:44](=[O:46])[NH2:45].[OH-].[K+].[N+]([O-])(O)=O. The catalyst is ClCCCl.CCOCC.C1CCCCC1.O. The product is [NH2:7][C@H:8]([C:10]([NH:40][C@H:41]([C:47]([OH:49])=[O:48])[CH2:42][CH2:43][C:44](=[O:46])[NH2:45])=[O:11])[CH3:9]. The yield is 0.400.